Task: Predict which catalyst facilitates the given reaction.. Dataset: Catalyst prediction with 721,799 reactions and 888 catalyst types from USPTO (1) Reactant: Cl[CH2:2][C:3]1[CH:22]=[CH:21][CH:20]=[CH:19][C:4]=1[O:5][CH2:6][C:7]1[N:8]=[C:9]([C:13]2[CH:18]=[CH:17][CH:16]=[CH:15][CH:14]=2)[O:10][C:11]=1[CH3:12].[CH2:23]([O:25][C:26]1[CH:31]=[C:30]([OH:32])[CH:29]=[CH:28][C:27]=1[CH2:33][CH2:34][C:35]([O:37][CH2:38][CH3:39])=[O:36])[CH3:24].C(=O)([O-])[O-].[K+].[K+].CN(C)C=O. Product: [CH2:23]([O:25][C:26]1[CH:31]=[C:30]([O:32][CH2:2][C:3]2[CH:22]=[CH:21][CH:20]=[CH:19][C:4]=2[O:5][CH2:6][C:7]2[N:8]=[C:9]([C:13]3[CH:18]=[CH:17][CH:16]=[CH:15][CH:14]=3)[O:10][C:11]=2[CH3:12])[CH:29]=[CH:28][C:27]=1[CH2:33][CH2:34][C:35]([O:37][CH2:38][CH3:39])=[O:36])[CH3:24]. The catalyst class is: 6. (2) Reactant: [F:1][C:2]1[C:3]([CH3:12])=[C:4]([CH:8]=[CH:9][C:10]=1[F:11])[C:5](O)=[O:6].C(Cl)(=O)C(Cl)=O.CN(C=O)C.[BH4-].[Na+]. Product: [F:1][C:2]1[C:3]([CH3:12])=[C:4]([CH2:5][OH:6])[CH:8]=[CH:9][C:10]=1[F:11]. The catalyst class is: 410. (3) Product: [NH2:25][C:11]1[N:12]=[C:13]([C:15]2[CH:24]=[C:23]3[C:18]([CH2:19][CH2:20][N:21]([C:27]4[CH:34]=[CH:33][C:30]([C:31]#[N:32])=[CH:29][CH:28]=4)[CH2:22]3)=[CH:17][CH:16]=2)[CH:14]=[C:9]([N:6]2[CH2:5][CH2:4][N:3]([CH3:2])[CH2:8][CH2:7]2)[N:10]=1. Reactant: Cl.[CH3:2][N:3]1[CH2:8][CH2:7][N:6]([C:9]2[CH:14]=[C:13]([C:15]3[CH:24]=[C:23]4[C:18]([CH2:19][CH2:20][NH:21][CH2:22]4)=[CH:17][CH:16]=3)[N:12]=[C:11]([NH2:25])[N:10]=2)[CH2:5][CH2:4]1.F[C:27]1[CH:34]=[CH:33][C:30]([C:31]#[N:32])=[CH:29][CH:28]=1.CN1CCOCC1. The catalyst class is: 60. (4) Reactant: Br[C:2]1[NH:3][C:4]2[C:9]([N:10]=1)=[C:8]([Cl:11])[N:7]=[CH:6][N:5]=2.[O:12]1[CH2:17][CH2:16][N:15]([C:18]2[CH:19]=[C:20]([CH:22]=[CH:23][CH:24]=2)[NH2:21])[CH2:14][CH2:13]1. Product: [Cl:11][C:8]1[N:7]=[CH:6][N:5]=[C:4]2[C:9]=1[N:10]=[C:2]([NH:21][C:20]1[CH:22]=[CH:23][CH:24]=[C:18]([N:15]3[CH2:16][CH2:17][O:12][CH2:13][CH2:14]3)[CH:19]=1)[NH:3]2. The catalyst class is: 41.